Dataset: Forward reaction prediction with 1.9M reactions from USPTO patents (1976-2016). Task: Predict the product of the given reaction. (1) Given the reactants C([O:5][C:6]([C@@H:8]1[CH2:10][C@H:9]1[C:11]1[CH:12]=[CH:13][C:14]([O:21][CH3:22])=[C:15]([CH:20]=1)[C:16]([O:18][CH3:19])=[O:17])=[O:7])(C)(C)C.C(O)(C(F)(F)F)=O, predict the reaction product. The product is: [CH3:22][O:21][C:14]1[CH:13]=[CH:12][C:11]([C@@H:9]2[CH2:10][C@H:8]2[C:6]([OH:7])=[O:5])=[CH:20][C:15]=1[C:16]([O:18][CH3:19])=[O:17]. (2) Given the reactants [F:1][C:2]1[CH:7]=[CH:6][C:5]([CH:8]([C:13]2[C:21]3[C:16](=[C:17]([CH2:22][S:23][CH3:24])[CH:18]=[CH:19][CH:20]=3)[NH:15][CH:14]=2)[CH2:9][CH2:10][C:11]#[N:12])=[C:4]([CH3:25])[CH:3]=1.ClCCl.ClC1C=CC=C(C(OO)=[O:37])C=1, predict the reaction product. The product is: [F:1][C:2]1[CH:7]=[CH:6][C:5]([CH:8]([C:13]2[C:21]3[C:16](=[C:17]([CH2:22][S:23]([CH3:24])=[O:37])[CH:18]=[CH:19][CH:20]=3)[NH:15][CH:14]=2)[CH2:9][CH2:10][C:11]#[N:12])=[C:4]([CH3:25])[CH:3]=1. (3) Given the reactants [CH2:1]([O:8][C:9]1[CH:10]=[C:11]([CH:15]=[C:16]([O:19][CH2:20][C:21]2[CH:26]=[CH:25][CH:24]=[CH:23][CH:22]=2)[C:17]=1[Br:18])[C:12]([OH:14])=[O:13])[C:2]1[CH:7]=[CH:6][CH:5]=[CH:4][CH:3]=1.C1N=CN(C(N2C=NC=C2)=O)C=1.[CH3:39][C:40](O)([CH3:42])[CH3:41].C1CCN2C(=NCCC2)CC1.Cl, predict the reaction product. The product is: [C:40]([O:13][C:12](=[O:14])[C:11]1[CH:10]=[C:9]([O:8][CH2:1][C:2]2[CH:3]=[CH:4][CH:5]=[CH:6][CH:7]=2)[C:17]([Br:18])=[C:16]([O:19][CH2:20][C:21]2[CH:26]=[CH:25][CH:24]=[CH:23][CH:22]=2)[CH:15]=1)([CH3:42])([CH3:41])[CH3:39]. (4) The product is: [O:19]1[C:23]2[CH:24]=[CH:25][CH:26]=[CH:27][C:22]=2[C:21]([NH:28][C:29]([N:31]2[CH2:36][CH2:35][N:34]([C:2]3[S:6][N:5]=[C:4]([N:7]4[CH2:11][CH2:10][CH2:9][CH2:8]4)[N:3]=3)[CH2:33][CH2:32]2)=[O:30])=[N:20]1. Given the reactants Cl[C:2]1[S:6][N:5]=[C:4]([N:7]2[CH2:11][CH2:10][CH2:9][CH2:8]2)[N:3]=1.FC(F)(F)C(O)=O.[O:19]1[C:23]2[CH:24]=[CH:25][CH:26]=[CH:27][C:22]=2[C:21]([NH:28][C:29]([N:31]2[CH2:36][CH2:35][NH:34][CH2:33][CH2:32]2)=[O:30])=[N:20]1.C(N(CC)CC)C.O, predict the reaction product.